Task: Predict the product of the given reaction.. Dataset: Forward reaction prediction with 1.9M reactions from USPTO patents (1976-2016) (1) Given the reactants N(C[C@@H](C1C=CC(OCC2C=CC=CC=2)=C2C=1C=CC(=O)N2)O)=[N+]=[N-].[Si]([O:33][CH2:34][C:35]1[CH:36]=[C:37]([C@@H:42]([OH:76])[CH2:43][NH:44][CH2:45][C:46]2[CH:75]=[CH:74][C:49]([C:50]([NH:52][CH2:53][C:54]3[C:55]([NH:67][CH:68]4[CH2:73][CH2:72][O:71][CH2:70][CH2:69]4)=[C:56]4[CH:64]=[N:63][N:62]([CH2:65][CH3:66])[C:57]4=[N:58][C:59]=3[CH2:60][CH3:61])=[O:51])=[CH:48][CH:47]=2)[CH:38]=[CH:39][C:40]=1[OH:41])(C(C)(C)C)(C)C, predict the reaction product. The product is: [CH2:65]([N:62]1[C:57]2=[N:58][C:59]([CH2:60][CH3:61])=[C:54]([CH2:53][NH:52][C:50](=[O:51])[C:49]3[CH:48]=[CH:47][C:46]([CH2:45][NH:44][CH2:43][C@H:42]([OH:76])[C:37]4[CH:38]=[CH:39][C:40]([OH:41])=[C:35]([CH2:34][OH:33])[CH:36]=4)=[CH:75][CH:74]=3)[C:55]([NH:67][CH:68]3[CH2:69][CH2:70][O:71][CH2:72][CH2:73]3)=[C:56]2[CH:64]=[N:63]1)[CH3:66]. (2) Given the reactants CC(OI1(OC(C)=O)(OC(C)=O)OC(=O)C2C=CC=CC1=2)=O.[CH2:23]([C:25]1[CH:29]([OH:30])[O:28][C:27](=[O:31])[CH:26]=1)[CH3:24], predict the reaction product. The product is: [CH2:23]([C:25]1[C:29](=[O:30])[O:28][C:27](=[O:31])[CH:26]=1)[CH3:24]. (3) Given the reactants [OH:1][CH2:2][C:3]1[S:12][C:11]2[C:10]3[CH:13]=[C:14]([Cl:26])[CH:15]=[C:16]([O:17][CH2:18][CH2:19][CH2:20][N:21]([CH2:24]C)[CH2:22]C)[C:9]=3[O:8][C:7]3[CH:27]=[CH:28][CH:29]=[CH:30][C:6]=3[C:5]=2[CH:4]=1.[CH3:31][C:32](OC(C)=O)=[O:33], predict the reaction product. The product is: [C:32]([O:1][CH2:2][C:3]1[S:12][C:11]2[C:10]3[CH:13]=[C:14]([Cl:26])[CH:15]=[C:16]([O:17][CH2:18][CH2:19][CH2:20][N:21]([CH3:24])[CH3:22])[C:9]=3[O:8][C:7]3[CH:27]=[CH:28][CH:29]=[CH:30][C:6]=3[C:5]=2[CH:4]=1)(=[O:33])[CH3:31]. (4) The product is: [Br:1][C:2]1[CH:3]=[C:4]([C:8]([NH:10][CH:11]2[CH2:16][CH2:15][N:14]([C:17]3[N:22]=[C:21]([S:23][CH3:24])[N:20]=[C:19]([C:25]([NH2:28])=[O:26])[CH:18]=3)[CH2:13][CH2:12]2)=[O:9])[NH:5][C:6]=1[CH3:7]. Given the reactants [Br:1][C:2]1[CH:3]=[C:4]([C:8]([NH:10][CH:11]2[CH2:16][CH2:15][N:14]([C:17]3[N:22]=[C:21]([S:23][CH3:24])[N:20]=[C:19]([C:25](O)=[O:26])[CH:18]=3)[CH2:13][CH2:12]2)=[O:9])[NH:5][C:6]=1[CH3:7].[NH3:28], predict the reaction product. (5) Given the reactants [NH2:1][C@H:2]([C:7]([OH:9])=[O:8])[CH2:3][CH2:4][S:5][CH3:6].NC(CCC)C(N)=S, predict the reaction product. The product is: [NH2:1][CH:2]([C:7]([OH:9])=[O:8])[CH2:3][CH2:4][S:5][CH3:6]. (6) Given the reactants [N+:1]([C:4]1[CH:9]=[C:8]([C:10]([F:13])([F:12])[F:11])[CH:7]=[CH:6][C:5]=1[OH:14])([O-])=O.CO, predict the reaction product. The product is: [NH2:1][C:4]1[CH:9]=[C:8]([C:10]([F:11])([F:12])[F:13])[CH:7]=[CH:6][C:5]=1[OH:14]. (7) The product is: [I:1][C:2]1[S:6][C:5]([C:7](=[O:17])[CH:8]=[CH:9][C:10]2[CH:15]=[CH:14][C:13]([NH:16][CH3:18])=[CH:12][CH:11]=2)=[CH:4][CH:3]=1. Given the reactants [I:1][C:2]1[S:6][C:5]([C:7](=[O:17])[CH:8]=[CH:9][C:10]2[CH:15]=[CH:14][C:13]([NH2:16])=[CH:12][CH:11]=2)=[CH:4][CH:3]=1.[C:18](=O)([O-])[O-].[K+].[K+].CI.O, predict the reaction product. (8) Given the reactants F[B-](F)(F)F.N1(OC(N(C)C)=[N+](C)C)C2C=CC=CC=2N=N1.COC1C=C([N:34]2[CH2:39][CH2:38][NH:37][CH:36]([C:40]([OH:42])=[O:41])[CH2:35]2)C=CC=1[N+]([O-])=O, predict the reaction product. The product is: [NH:37]1[CH2:38][CH2:39][NH:34][CH2:35][CH:36]1[C:40]([OH:42])=[O:41]. (9) Given the reactants I[C:2]1[CH:7]=[CH:6][N:5]=[C:4]([O:8]C)[C:3]=1[C:10]1[N:11]([OH:21])[C:12]([C:15]2[CH:20]=[CH:19][CH:18]=[CH:17][CH:16]=2)=[CH:13][N:14]=1.C(N(CC)CC)C.Cl.[NH2:30][CH2:31][C@H:32]([C:34]1[CH:39]=[CH:38][CH:37]=[C:36]([Cl:40])[CH:35]=1)[OH:33], predict the reaction product. The product is: [Cl:40][C:36]1[CH:35]=[C:34]([CH:32]([OH:33])[CH2:31][NH:30][C:2]2[CH:7]=[CH:6][NH:5][C:4](=[O:8])[C:3]=2[C:10]2[N:11]([OH:21])[C:12]([C:15]3[CH:20]=[CH:19][CH:18]=[CH:17][CH:16]=3)=[CH:13][N:14]=2)[CH:39]=[CH:38][CH:37]=1.